This data is from Catalyst prediction with 721,799 reactions and 888 catalyst types from USPTO. The task is: Predict which catalyst facilitates the given reaction. (1) Reactant: [CH3:1][C:2]1[CH:3]=[C:4]([C:9]2[C:14]([C:15]3[CH:20]=[C:19]([CH3:21])[CH:18]=[C:17]([CH3:22])[CH:16]=3)=[N:13][CH:12]=[CH:11][N+:10]=2[O-])[CH:5]=[C:6]([CH3:8])[CH:7]=1.P(Cl)(Cl)([Cl:26])=O. Product: [Cl:26][C:12]1[N:13]=[C:14]([C:15]2[CH:20]=[C:19]([CH3:21])[CH:18]=[C:17]([CH3:22])[CH:16]=2)[C:9]([C:4]2[CH:3]=[C:2]([CH3:1])[CH:7]=[C:6]([CH3:8])[CH:5]=2)=[N:10][CH:11]=1. The catalyst class is: 6. (2) Reactant: [CH3:1][O:2][C:3]1[CH:4]=[C:5]([CH:7]=[C:8]([O:10][CH3:11])[CH:9]=1)[NH2:6].[C:12](OC(=O)C)(=[O:14])[CH3:13]. Product: [CH3:11][O:10][C:8]1[CH:7]=[C:5]([NH:6][C:12](=[O:14])[CH3:13])[CH:4]=[C:3]([O:2][CH3:1])[CH:9]=1. The catalyst class is: 11. (3) Reactant: [O:1]=[C:2]1[NH:7][C:6](=[O:8])[C:5](C#N)=[CH:4][N:3]1[C:11]1[CH:16]=[CH:15][CH:14]=[C:13]([C:17]([F:20])([F:19])[F:18])[CH:12]=1.O.N. Product: [F:20][C:17]([F:18])([F:19])[C:13]1[CH:12]=[C:11]([N:3]2[CH:4]=[CH:5][C:6](=[O:8])[NH:7][C:2]2=[O:1])[CH:16]=[CH:15][CH:14]=1. The catalyst class is: 201. (4) Reactant: C[Si]([N-][Si](C)(C)C)(C)C.[K+].[CH3:11][C@H:12]1[NH:17][C@@H:16]([CH3:18])[CH2:15][N:14]([C:19]([O:21][C:22]([CH3:25])([CH3:24])[CH3:23])=[O:20])[CH2:13]1.Br[C:27]1[CH:32]=[CH:31][CH:30]=[CH:29][CH:28]=1. Product: [CH3:18][C@H:16]1[N:17]([C:27]2[CH:32]=[CH:31][CH:30]=[CH:29][CH:28]=2)[C@@H:12]([CH3:11])[CH2:13][N:14]([C:19]([O:21][C:22]([CH3:23])([CH3:25])[CH3:24])=[O:20])[CH2:15]1. The catalyst class is: 12. (5) Reactant: [F:1][C@@H:2]1[CH2:6][N:5](CC2C=CC=C(C(F)(F)F)C=2)[C@@H:4]([C:18]([NH:20][C@H:21]([C:23]2[CH:31]=[CH:30][C:26]([C:27]([O-:29])=[O:28])=[CH:25][CH:24]=2)[CH3:22])=[O:19])[CH2:3]1.[Li+]. The catalyst class is: 750. Product: [F:1][C@@H:2]1[CH2:6][NH:5][C@@H:4]([C:18]([NH:20][C@H:21]([C:23]2[CH:31]=[CH:30][C:26]([C:27]([OH:29])=[O:28])=[CH:25][CH:24]=2)[CH3:22])=[O:19])[CH2:3]1.